Dataset: Full USPTO retrosynthesis dataset with 1.9M reactions from patents (1976-2016). Task: Predict the reactants needed to synthesize the given product. Given the product [F:28][C:23]1[CH:24]=[CH:25][CH:26]=[CH:27][C:22]=1[CH2:21][N:14]1[C:15]2=[N:16][CH:17]=[CH:18][CH:19]=[C:20]2[C:12]([C:4]2[N:3]=[C:2]3[NH:32][CH:30]=[N:31][C:8](=[O:10])[C:7]3=[CH:6][N:5]=2)=[N:13]1, predict the reactants needed to synthesize it. The reactants are: Cl[C:2]1[C:7]([C:8]([O:10]C)=O)=[CH:6][N:5]=[C:4]([C:12]2[C:20]3[C:15](=[N:16][CH:17]=[CH:18][CH:19]=3)[N:14]([CH2:21][C:22]3[CH:27]=[CH:26][CH:25]=[CH:24][C:23]=3[F:28])[N:13]=2)[N:3]=1.Cl.[CH:30]([NH2:32])=[NH:31].C(N(CC)CC)C.